Dataset: Catalyst prediction with 721,799 reactions and 888 catalyst types from USPTO. Task: Predict which catalyst facilitates the given reaction. (1) Product: [OH:8][CH:9]1[CH2:14][CH2:13][N:12]([C:15]2[N:20]=[C:19]([C:21]([NH:23][C:24]3[C:25]([CH3:36])=[CH:26][C:27]([C:28]([O:30][CH2:31][CH3:32])=[O:29])=[CH:33][C:34]=3[CH3:35])=[O:22])[C:18]([CH3:37])=[CH:17][CH:16]=2)[CH2:11][CH2:10]1. Reactant: [Si]([O:8][CH:9]1[CH2:14][CH2:13][N:12]([C:15]2[N:20]=[C:19]([C:21]([NH:23][C:24]3[C:34]([CH3:35])=[CH:33][C:27]([C:28]([O:30][CH2:31][CH3:32])=[O:29])=[CH:26][C:25]=3[CH3:36])=[O:22])[C:18]([CH3:37])=[CH:17][CH:16]=2)[CH2:11][CH2:10]1)(C(C)(C)C)(C)C.[N+](CCCC)(CCCC)(CCCC)CCCC.[F-]. The catalyst class is: 1. (2) Reactant: I([O-])(=O)(=O)=O.[Na+].[OH:7][C:8]1(CO)[CH:14]=[CH:13][C:12]2[CH:15]=[C:16]([C:19](=[O:21])[CH3:20])[CH:17]=[CH:18][C:11]=2[O:10][CH2:9]1. Product: [C:19]([C:16]1[CH:17]=[CH:18][C:11]2[O:10][CH2:9][C:8](=[O:7])[CH:14]=[CH:13][C:12]=2[CH:15]=1)(=[O:21])[CH3:20]. The catalyst class is: 38. (3) Product: [CH3:35][C:32]1[CH:31]=[CH:30][C:29]([O:28][C:2]2[CH:3]=[C:4]([N:8]([CH2:16][C:17]3[CH:22]=[CH:21][CH:20]=[C:19]([O:23][C:24]([F:27])([F:26])[F:25])[CH:18]=3)[CH2:9][CH:10]([OH:15])[C:11]([F:14])([F:13])[F:12])[CH:5]=[CH:6][CH:7]=2)=[CH:34][N:33]=1. Reactant: Br[C:2]1[CH:3]=[C:4]([N:8]([CH2:16][C:17]2[CH:22]=[CH:21][CH:20]=[C:19]([O:23][C:24]([F:27])([F:26])[F:25])[CH:18]=2)[CH2:9][CH:10]([OH:15])[C:11]([F:14])([F:13])[F:12])[CH:5]=[CH:6][CH:7]=1.[OH:28][C:29]1[CH:30]=[CH:31][C:32]([CH3:35])=[N:33][CH:34]=1.C([O-])([O-])=O.[Cs+].[Cs+]. The catalyst class is: 44. (4) Reactant: [O:1]=[C:2]1[C:10]2[C:5](=[CH:6][CH:7]=[CH:8][CH:9]=2)[C:4](=[O:11])[N:3]1[CH2:12][C:13]1[C:22]([CH:23]=O)=[CH:21][C:20]2[C:15](=[CH:16][CH:17]=[CH:18][C:19]=2[F:25])[N:14]=1.[CH2:26]([NH:28][CH3:29])[CH3:27].C(O[BH-](OC(=O)C)OC(=O)C)(=O)C.[Na+]. Product: [CH2:26]([N:28]([CH2:23][C:22]1[C:13]([CH2:12][N:3]2[C:2](=[O:1])[C:10]3[C:5](=[CH:6][CH:7]=[CH:8][CH:9]=3)[C:4]2=[O:11])=[N:14][C:15]2[C:20]([CH:21]=1)=[C:19]([F:25])[CH:18]=[CH:17][CH:16]=2)[CH3:29])[CH3:27]. The catalyst class is: 26. (5) Reactant: C[O-].[Na+:3].[CH3:4][C:5]1([CH3:27])[C@@H:7]([C:8]([NH:10]/[C:11](/[C:24]([OH:26])=[O:25])=[CH:12]\[CH2:13][CH2:14][CH2:15][CH2:16][S:17][CH2:18][C@H:19]([NH2:23])[C:20]([OH:22])=[O:21])=[O:9])[CH2:6]1. Product: [CH3:4][C:5]1([CH3:27])[C@@H:7]([C:8]([NH:10]/[C:11](/[C:24]([O-:26])=[O:25])=[CH:12]\[CH2:13][CH2:14][CH2:15][CH2:16][S:17][CH2:18][C@H:19]([NH2:23])[C:20]([OH:22])=[O:21])=[O:9])[CH2:6]1.[Na+:3]. The catalyst class is: 5. (6) Reactant: C([O:8][C:9]1[CH:14]=[CH:13][CH:12]=[CH:11][C:10]=1[C:15]1[N:16]=[C:17]([NH:28]CC2C=CC(OC)=CC=2OC)[C:18](=[O:27])[N:19]([CH:21]2[CH2:26][CH2:25][CH2:24][NH:23][CH2:22]2)[CH:20]=1)C1C=CC=CC=1. Product: [NH2:28][C:17]1[C:18](=[O:27])[N:19]([CH:21]2[CH2:26][CH2:25][CH2:24][NH:23][CH2:22]2)[CH:20]=[C:15]([C:10]2[CH:11]=[CH:12][CH:13]=[CH:14][C:9]=2[OH:8])[N:16]=1. The catalyst class is: 55. (7) The catalyst class is: 44. Reactant: [Cl:1][C:2]1[CH:3]=[C:4]([C:9]2[C:14]([C:15]3[CH:16]=[CH:17][C:18]4[N:19]([C:21]([C:24](=O)[CH3:25])=[CH:22][N:23]=4)[CH:20]=3)=[CH:13][CH:12]=[CH:11][N:10]=2)[CH:5]=[CH:6][C:7]=1[F:8].C[N:28]([CH:30]=O)C.[NH2:32]N. Product: [Cl:1][C:2]1[CH:3]=[C:4]([C:9]2[C:14]([C:15]3[CH:16]=[CH:17][C:18]4[N:19]([C:21]([C:24]5[CH:25]=[CH:30][NH:28][N:32]=5)=[CH:22][N:23]=4)[CH:20]=3)=[CH:13][CH:12]=[CH:11][N:10]=2)[CH:5]=[CH:6][C:7]=1[F:8]. (8) Reactant: [OH:1][C:2]1[C:11]2[C:10]([CH3:13])([CH3:12])[CH2:9][CH2:8][C:7]([CH3:15])([CH3:14])[C:6]=2[CH:5]=[C:4]([CH:16]=[O:17])[CH:3]=1.[H-].[Na+].[CH3:20][O:21][CH2:22][CH2:23]Cl. Product: [CH3:13][C:10]1([CH3:12])[CH2:9][CH2:8][C:7]([CH3:15])([CH3:14])[C:6]2[CH:5]=[C:4]([CH:16]=[O:17])[CH:3]=[C:2]([O:1][CH2:23][CH2:22][O:21][CH3:20])[C:11]1=2. The catalyst class is: 3.